From a dataset of TCR-epitope binding with 47,182 pairs between 192 epitopes and 23,139 TCRs. Binary Classification. Given a T-cell receptor sequence (or CDR3 region) and an epitope sequence, predict whether binding occurs between them. (1) The epitope is AVFDRKSDAK. The TCR CDR3 sequence is CASSWNGQGKDSEAFF. Result: 1 (the TCR binds to the epitope). (2) The TCR CDR3 sequence is CASSSDREEQYF. Result: 1 (the TCR binds to the epitope). The epitope is KRWIILGLNK. (3) The epitope is KPLEFGATSAAL. The TCR CDR3 sequence is CASSDPRFNIQYF. Result: 1 (the TCR binds to the epitope). (4) The epitope is FLNGSCGSV. The TCR CDR3 sequence is CASSVTGVSTDTQYF. Result: 1 (the TCR binds to the epitope). (5) The epitope is GPGHKARVL. The TCR CDR3 sequence is CASSSQQESIFTGELFF. Result: 0 (the TCR does not bind to the epitope). (6) The epitope is KLSYGIATV. The TCR CDR3 sequence is CASSELGGGSYEQFF. Result: 1 (the TCR binds to the epitope). (7) The epitope is YLNTLTLAV. The TCR CDR3 sequence is CASSLVQGYEQYF. Result: 0 (the TCR does not bind to the epitope).